From a dataset of Full USPTO retrosynthesis dataset with 1.9M reactions from patents (1976-2016). Predict the reactants needed to synthesize the given product. (1) Given the product [Cl:42][C:2]1[C:7]([C:8]2[CH:13]=[CH:12][C:11]([C:14]([F:17])([F:16])[F:15])=[CH:10][CH:9]=2)=[CH:6][C:5]([C:18]2([C:23]([O:25][CH2:26][CH3:27])=[O:24])[CH2:22][CH2:21][CH2:20][CH2:19]2)=[CH:4][C:3]=1[O:28][CH2:29][C:30]([F:33])([F:32])[F:31], predict the reactants needed to synthesize it. The reactants are: N[C:2]1[C:7]([C:8]2[CH:13]=[CH:12][C:11]([C:14]([F:17])([F:16])[F:15])=[CH:10][CH:9]=2)=[CH:6][C:5]([C:18]2([C:23]([O:25][CH2:26][CH3:27])=[O:24])[CH2:22][CH2:21][CH2:20][CH2:19]2)=[CH:4][C:3]=1[O:28][CH2:29][C:30]([F:33])([F:32])[F:31].N([O-])=O.[Na+].CC#N.O.[ClH:42]. (2) Given the product [CH3:18][C:11]1[C:12]([C:14]([F:17])([F:15])[F:16])=[CH:13][C:8]2[N:7]=[C:22]([C:23]3[CH:28]=[CH:27][CH:26]=[C:25]([C:29]4[CH:30]=[N:31][CH:32]=[CH:33][CH:34]=4)[CH:24]=3)[CH2:21][C:20](=[O:36])[NH:19][C:9]=2[CH:10]=1, predict the reactants needed to synthesize it. The reactants are: C(OC(=O)[NH:7][C:8]1[CH:13]=[C:12]([C:14]([F:17])([F:16])[F:15])[C:11]([CH3:18])=[CH:10][C:9]=1[NH:19][C:20](=[O:36])[CH2:21][C:22](=O)[C:23]1[CH:28]=[CH:27][CH:26]=[C:25]([C:29]2[CH:30]=[N:31][CH:32]=[CH:33][CH:34]=2)[CH:24]=1)(C)(C)C.C(O)(C(F)(F)F)=O. (3) Given the product [CH:27]1([S:24]([NH:23][C:21]([C:15]23[CH2:14][CH:13]2[CH:12]=[CH:11][CH2:10][CH2:9][CH2:8][CH2:7][N:6]([CH3:30])[C:5](=[O:31])[CH:4]2[CH:18]([CH2:19][CH:2]([O:1][C:32]([N:46]4[CH2:47][C:48]5[C:53](=[CH:52][CH:51]=[CH:50][CH:49]=5)[C:54]5[CH:41]=[CH:42][CH:43]=[CH:44][C:45]4=5)=[O:35])[CH2:3]2)[C:17](=[O:20])[NH:16]3)=[O:22])(=[O:26])=[O:25])[CH2:28][CH2:29]1, predict the reactants needed to synthesize it. The reactants are: [OH:1][CH:2]1[CH2:19][CH:18]2[CH:4]([C:5](=[O:31])[N:6]([CH3:30])[CH2:7][CH2:8][CH2:9][CH2:10][CH:11]=[CH:12][CH:13]3[C:15]([C:21]([NH:23][S:24]([CH:27]4[CH2:29][CH2:28]4)(=[O:26])=[O:25])=[O:22])([NH:16][C:17]2=[O:20])[CH2:14]3)[CH2:3]1.[C:32](=[O:35])(O)[O-].[Na+].C(Cl)(Cl)=O.[CH:41]1[C:54]2[C:53]3[C:48](=[CH:49][CH:50]=[CH:51][CH:52]=3)[CH2:47][NH:46][C:45]=2[CH:44]=[CH:43][CH:42]=1.C(=O)([O-])[O-].[K+].[K+].C(=O)([O-])N. (4) Given the product [OH:13][CH2:12][CH2:14][NH:15][C:2]([O:4][CH2:5][C:6]1[CH:11]=[CH:10][CH:9]=[CH:8][CH:7]=1)=[O:3], predict the reactants needed to synthesize it. The reactants are: Cl[C:2]([O:4][CH2:5][C:6]1[CH:11]=[CH:10][CH:9]=[CH:8][CH:7]=1)=[O:3].[CH2:12]([CH2:14][NH2:15])[OH:13]. (5) Given the product [N:1]([C:13]1[N:12]([CH2:18][C:19]2[CH:24]=[CH:23][CH:22]=[CH:21][C:20]=2[F:25])[N:11]=[C:10]([C:8]([O:7][CH2:5][CH3:6])=[O:9])[C:14]=1[CH:15]=[O:16])=[N+:2]=[N-:3], predict the reactants needed to synthesize it. The reactants are: [N-:1]=[N+:2]=[N-:3].[Na+].[CH2:5]([O:7][C:8]([C:10]1[C:14]([CH:15]=[O:16])=[C:13](Cl)[N:12]([CH2:18][C:19]2[CH:24]=[CH:23][CH:22]=[CH:21][C:20]=2[F:25])[N:11]=1)=[O:9])[CH3:6].CN(C)C=O. (6) Given the product [CH3:11][C:12]1([CH:20]=[O:21])[CH2:19][CH2:18][CH2:17][CH:16]=[CH:15][CH2:14][CH2:13]1, predict the reactants needed to synthesize it. The reactants are: C(Cl)(=O)C(Cl)=O.CS(C)=O.[CH3:11][C:12]1([CH2:20][OH:21])[CH2:19][CH2:18][CH2:17][CH:16]=[CH:15][CH2:14][CH2:13]1.C(N(CC)CC)C. (7) Given the product [CH2:1]([O:8][C:9]1[CH:35]=[CH:34][C:33]([B:45]2[O:46][C:47]([CH3:49])([CH3:48])[C:43]([CH3:59])([CH3:42])[O:44]2)=[CH:32][C:10]=1[CH2:11][C@@H:12]([C:22]([O:24][CH2:25][C:26]1[CH:31]=[CH:30][CH:29]=[CH:28][CH:27]=1)=[O:23])[N:13]([C:15]([O:17][C:18]([CH3:21])([CH3:20])[CH3:19])=[O:16])[CH3:14])[C:2]1[CH:7]=[CH:6][CH:5]=[CH:4][CH:3]=1, predict the reactants needed to synthesize it. The reactants are: [CH2:1]([O:8][C:9]1[CH:35]=[CH:34][C:33](I)=[CH:32][C:10]=1[CH2:11][C@@H:12]([C:22]([O:24][CH2:25][C:26]1[CH:31]=[CH:30][CH:29]=[CH:28][CH:27]=1)=[O:23])[N:13]([C:15]([O:17][C:18]([CH3:21])([CH3:20])[CH3:19])=[O:16])[CH3:14])[C:2]1[CH:7]=[CH:6][CH:5]=[CH:4][CH:3]=1.CN(C=O)C.[CH3:42][C:43]1([CH3:59])[C:47]([CH3:49])([CH3:48])[O:46][B:45]([B:45]2[O:46][C:47]([CH3:49])([CH3:48])[C:43]([CH3:59])([CH3:42])[O:44]2)[O:44]1.C([O-])(=O)C.[K+].